From a dataset of Peptide-MHC class I binding affinity with 185,985 pairs from IEDB/IMGT. Regression. Given a peptide amino acid sequence and an MHC pseudo amino acid sequence, predict their binding affinity value. This is MHC class I binding data. (1) The peptide sequence is IMQVFFGYF. The MHC is Mamu-B01 with pseudo-sequence Mamu-B01. The binding affinity (normalized) is 0. (2) The peptide sequence is AEFKYIAAV. The MHC is HLA-B14:02 with pseudo-sequence HLA-B14:02. The binding affinity (normalized) is 0. (3) The peptide sequence is MEHKYSWKSW. The MHC is HLA-A32:01 with pseudo-sequence HLA-A32:01. The binding affinity (normalized) is 0.296. (4) The peptide sequence is NPIPVGNIY. The MHC is HLA-B07:02 with pseudo-sequence HLA-B07:02. The binding affinity (normalized) is 0.114. (5) The peptide sequence is VMCVCRDNWH. The MHC is HLA-A03:01 with pseudo-sequence HLA-A03:01. The binding affinity (normalized) is 0.263.